From a dataset of Forward reaction prediction with 1.9M reactions from USPTO patents (1976-2016). Predict the product of the given reaction. (1) Given the reactants [ClH:1].[N:2]1[C:7]2[CH2:8][NH:9][CH2:10][CH2:11][C:6]=2[C:5](O)=[N:4][CH:3]=1.[Cl:13][C:14]1[CH:21]=[C:20](F)[CH:19]=[CH:18][C:15]=1[C:16]#[N:17].C(N(CC)CC)C.Cl, predict the reaction product. The product is: [Cl:13][C:14]1[CH:21]=[C:20]([N:9]2[CH2:10][CH2:11][C:6]3[C:5]([Cl:1])=[N:4][CH:3]=[N:2][C:7]=3[CH2:8]2)[CH:19]=[CH:18][C:15]=1[C:16]#[N:17]. (2) Given the reactants [CH3:1][C:2]1[CH:7]=[CH:6][CH:5]=[CH:4][C:3]=1[NH:8][C:9]1[N:14]2[N:15]=[CH:16][C:17]([C:18](O)=[O:19])=[C:13]2[N:12]=[CH:11][C:10]=1[C:21]([N:23]1[CH2:28][CH2:27][CH:26]([C:29]2[CH:34]=[CH:33][CH:32]=[CH:31][CH:30]=2)[CH2:25][CH2:24]1)=[O:22].[CH:35]1([S:38]([NH2:41])(=[O:40])=[O:39])[CH2:37][CH2:36]1, predict the reaction product. The product is: [CH3:1][C:2]1[CH:7]=[CH:6][CH:5]=[CH:4][C:3]=1[NH:8][C:9]1[N:14]2[N:15]=[CH:16][C:17]([C:18]([NH:41][S:38]([CH:35]3[CH2:37][CH2:36]3)(=[O:40])=[O:39])=[O:19])=[C:13]2[N:12]=[CH:11][C:10]=1[C:21]([N:23]1[CH2:28][CH2:27][CH:26]([C:29]2[CH:34]=[CH:33][CH:32]=[CH:31][CH:30]=2)[CH2:25][CH2:24]1)=[O:22]. (3) Given the reactants C[O:2][C:3](=[O:43])[C:4]1[CH:9]=[CH:8][C:7]([NH:10][C:11]([C@@H:13]2[NH:17][C@@H:16]([CH2:18][C:19]([CH3:22])([CH3:21])[CH3:20])[C@:15]3([C:30]4[C:25](=[CH:26][C:27]([Br:31])=[CH:28][CH:29]=4)[NH:24][C:23]3=[O:32])[C@H:14]2[C:33]2[CH:38]=[CH:37][CH:36]=[C:35]([Cl:39])[C:34]=2[F:40])=[O:12])=[C:6]([O:41][CH3:42])[CH:5]=1.[OH-].[Na+].Cl, predict the reaction product. The product is: [Br:31][C:27]1[CH:26]=[C:25]2[NH:24][C:23](=[O:32])[C@:15]3([C@@H:14]([C:33]4[CH:38]=[CH:37][CH:36]=[C:35]([Cl:39])[C:34]=4[F:40])[C@H:13]([C:11]([NH:10][C:7]4[CH:8]=[CH:9][C:4]([C:3]([OH:43])=[O:2])=[CH:5][C:6]=4[O:41][CH3:42])=[O:12])[NH:17][C@H:16]3[CH2:18][C:19]([CH3:21])([CH3:20])[CH3:22])[C:30]2=[CH:29][CH:28]=1.